Regression. Given two drug SMILES strings and cell line genomic features, predict the synergy score measuring deviation from expected non-interaction effect. From a dataset of NCI-60 drug combinations with 297,098 pairs across 59 cell lines. Drug 2: CC1C(C(CC(O1)OC2CC(CC3=C2C(=C4C(=C3O)C(=O)C5=C(C4=O)C(=CC=C5)OC)O)(C(=O)C)O)N)O.Cl. Cell line: HCT116. Synergy scores: CSS=-1.21, Synergy_ZIP=-11.3, Synergy_Bliss=-19.3, Synergy_Loewe=-49.8, Synergy_HSA=-20.5. Drug 1: C1CCC(C1)C(CC#N)N2C=C(C=N2)C3=C4C=CNC4=NC=N3.